Dataset: Forward reaction prediction with 1.9M reactions from USPTO patents (1976-2016). Task: Predict the product of the given reaction. (1) Given the reactants Br[C:2]1[CH:11]=[CH:10][C:9]2[C:4](=[CH:5][CH:6]=[C:7]([C:12]([CH3:15])([CH3:14])[CH3:13])[CH:8]=2)[CH:3]=1.C1(P(C2C=CC=CC=2)CCCP(C2C=CC=CC=2)C2C=CC=CC=2)C=CC=CC=1.C(N(CC)CC)C.[C:52]([O:55][CH2:56]C)(=[O:54])C.C1(C)C=CC=CC=1, predict the reaction product. The product is: [C:12]([C:7]1[CH:8]=[C:9]2[C:4](=[CH:5][CH:6]=1)[CH:3]=[C:2]([C:52]([O:55][CH3:56])=[O:54])[CH:11]=[CH:10]2)([CH3:15])([CH3:14])[CH3:13]. (2) Given the reactants [Cl:1][C:2]1[C:8](Cl)=[CH:7][C:5]([NH2:6])=[C:4]([N+:10]([O-:12])=[O:11])[CH:3]=1.[N:13]1([CH2:19][CH2:20][OH:21])[CH2:18][CH2:17][NH:16][CH2:15][CH2:14]1.C(=O)([O-])[O-].[Na+].[Na+].O, predict the reaction product. The product is: [Cl:1][C:2]1[C:8]([N:16]2[CH2:17][CH2:18][N:13]([CH2:19][CH2:20][OH:21])[CH2:14][CH2:15]2)=[CH:7][C:5]([NH2:6])=[C:4]([N+:10]([O-:12])=[O:11])[CH:3]=1. (3) Given the reactants [CH2:1]([N:5]=[C:6]=[O:7])[CH2:2][CH2:3][CH3:4].[CH:8]1([NH2:13])[CH2:12][CH2:11][CH2:10][CH2:9]1.NC(N)=O.[C:18]([OH:24])(=O)[CH2:19][C:20]([OH:22])=O.C(OC(=O)C)(=O)C.N1[C:39](=O)[CH2:38][C:36](=O)NC1=O.BrCCCBr.[C:46](=[S:48])=[S:47], predict the reaction product. The product is: [CH2:1]([N:5]1[C:18](=[O:24])[C:19](=[C:46]2[S:48][CH2:39][CH2:38][CH2:36][S:47]2)[C:20](=[O:22])[N:13]([CH:8]2[CH2:12][CH2:11][CH2:10][CH2:9]2)[C:6]1=[O:7])[CH2:2][CH2:3][CH3:4]. (4) Given the reactants [F:1][C:2]1[CH:11]=[C:10]2[C:5]([CH2:6][CH2:7][C:8](=[O:13])[N:9]2[CH3:12])=[CH:4][C:3]=1[C:14]1[CH:15]=[C:16]([O:20][CH2:21][CH2:22][NH:23][S:24]([CH2:27][CH3:28])(=[O:26])=[O:25])[CH:17]=[N:18][CH:19]=1.[H-].[Na+].[CH3:31]I, predict the reaction product. The product is: [F:1][C:2]1[CH:11]=[C:10]2[C:5]([CH2:6][CH2:7][C:8](=[O:13])[N:9]2[CH3:12])=[CH:4][C:3]=1[C:14]1[CH:15]=[C:16]([O:20][CH2:21][CH2:22][N:23]([CH3:31])[S:24]([CH2:27][CH3:28])(=[O:26])=[O:25])[CH:17]=[N:18][CH:19]=1. (5) Given the reactants Br[C:2]1[N:6]2[CH2:7][CH2:8][CH2:9][C:5]2=[N:4][CH:3]=1.C([Mg]Br)(C)C.I[C:16]1[N:28]([S:29]([C:32]2[CH:38]=[CH:37][C:35]([CH3:36])=[CH:34][CH:33]=2)(=[O:31])=[O:30])[C:19]2=[N:20][CH:21]=[C:22]3[CH:26]=[N:25][N:24]([CH3:27])[C:23]3=[C:18]2[CH:17]=1.O, predict the reaction product. The product is: [N:4]1[CH:3]=[C:2]([C:16]2[N:28]([S:29]([C:32]3[CH:38]=[CH:37][C:35]([CH3:36])=[CH:34][CH:33]=3)(=[O:31])=[O:30])[C:19]3=[N:20][CH:21]=[C:22]4[CH:26]=[N:25][N:24]([CH3:27])[C:23]4=[C:18]3[CH:17]=2)[N:6]2[CH2:7][CH2:8][CH2:9][C:5]=12. (6) Given the reactants C([NH:4][C:5]1[CH:10]=[CH:9][C:8]([CH2:11][C:12]([OH:14])=[O:13])=[CH:7][C:6]=1[Cl:15])(=O)C.Cl.[CH3:17]O, predict the reaction product. The product is: [NH2:4][C:5]1[CH:10]=[CH:9][C:8]([CH2:11][C:12]([O:14][CH3:17])=[O:13])=[CH:7][C:6]=1[Cl:15]. (7) The product is: [OH:22][CH:4]1[C:3]2[C:7](=[C:8]([I:31])[CH:9]=[C:10]([F:11])[C:2]=2[Cl:1])[C:6](=[O:12])[N:5]1[C:13]([CH3:14])([C:15]1[CH:16]=[CH:17][CH:18]=[CH:19][CH:20]=1)[CH3:21]. Given the reactants [Cl:1][C:2]1[C:10]([F:11])=[CH:9][CH:8]=[C:7]2[C:3]=1[CH:4]([OH:22])[N:5]([C:13]([CH3:21])([C:15]1[CH:20]=[CH:19][CH:18]=[CH:17][CH:16]=1)[CH3:14])[C:6]2=[O:12].CN(CCN(C)C)C.[I:31]I, predict the reaction product. (8) The product is: [F:1][C:2]1[CH:3]=[CH:4][C:5]([CH2:6][N:7]2[C:15]3[CH:14]=[CH:13][CH:12]=[CH:11][C:10]=3[C:9]3[CH2:16][C@H:17]4[CH2:20][O:21][C:29](=[O:30])[N:18]4[CH2:19][C:8]2=3)=[CH:22][CH:23]=1. Given the reactants [F:1][C:2]1[CH:23]=[CH:22][C:5]([CH2:6][N:7]2[C:15]3[C:10](=[CH:11][CH:12]=[CH:13][CH:14]=3)[C:9]3[CH2:16][C@@H:17]([CH2:20][OH:21])[NH:18][CH2:19][C:8]2=3)=[CH:4][CH:3]=1.C1N=CN([C:29](N2C=NC=C2)=[O:30])C=1.CCN(CC)CC, predict the reaction product.